Predict the reaction yield, written as a fraction of the theoretical maximum amount of product (1.0 means a 100% yield; for example, 0.34 means a 34% yield). From a dataset of Reaction yield outcomes from USPTO patents with 853,638 reactions. (1) The reactants are [F:1][CH:2]([F:13])[O:3][C:4]1[CH:9]=[CH:8][C:7]([N+:10]([O-])=O)=[CH:6][N:5]=1.C(O)(=O)C. The catalyst is CO.[Pd]. The product is [F:13][CH:2]([F:1])[O:3][C:4]1[N:5]=[CH:6][C:7]([NH2:10])=[CH:8][CH:9]=1. The yield is 1.05. (2) The reactants are [F:1][C:2]([F:26])([F:25])[C:3]1[CH:12]=[C:11]([C:13]([F:16])([F:15])[F:14])[C:10]2[C:5](=[C:6]3[CH:19]=[C:18]([C:20]([O:22][CH2:23]C)=O)[NH:17][C:7]3=[CH:8][CH:9]=2)[N:4]=1.[NH2:27][NH2:28].O.C1(C)C=CC(S(O)(=O)=O)=CC=1. The catalyst is C(O)C. The product is [F:25][C:2]([F:26])([F:1])[C:3]1[CH:12]=[C:11]([C:13]([F:14])([F:15])[F:16])[C:10]2[C:5](=[C:6]3[CH:19]=[C:18]([C:20]4[O:22][CH:23]=[N:27][N:28]=4)[NH:17][C:7]3=[CH:8][CH:9]=2)[N:4]=1. The yield is 0.860. (3) The reactants are [OH:1][C:2]1[CH:12]=[CH:11][C:5]([C:6]([O:8][CH2:9][CH3:10])=[O:7])=[CH:4][C:3]=1I.[C:14]([Cu])#[N:15]. The catalyst is CS(C)=O. The product is [C:14]([C:3]1[CH:4]=[C:5]([CH:11]=[CH:12][C:2]=1[OH:1])[C:6]([O:8][CH2:9][CH3:10])=[O:7])#[N:15]. The yield is 0.760.